From a dataset of Full USPTO retrosynthesis dataset with 1.9M reactions from patents (1976-2016). Predict the reactants needed to synthesize the given product. Given the product [ClH:14].[Cl:14][CH2:4][CH2:3][CH:2]([NH2:1])[C:6]([OH:8])=[O:7], predict the reactants needed to synthesize it. The reactants are: [NH2:1][C@H:2]([C:6]([OH:8])=[O:7])[CH2:3][CH2:4]O.S(=O)(=O)(O)O.[ClH:14].CO.